From a dataset of Catalyst prediction with 721,799 reactions and 888 catalyst types from USPTO. Predict which catalyst facilitates the given reaction. Product: [F:1][C:2]1[CH:40]=[CH:39][C:5]([C:6](/[N:8]=[C:9]2\[NH:10][C:11]3[CH:27]=[CH:26][C:25]([CH2:28][N:29]4[CH2:30][CH2:31][CH:32]([C:35]([OH:38])([CH3:36])[CH3:37])[CH2:33][CH2:34]4)=[CH:24][C:12]=3[N:13]\2[C@@H:14]2[CH2:19][CH2:18][C@H:17]([C:20]([OH:22])=[O:21])[CH2:16][CH2:15]2)=[O:7])=[CH:4][CH:3]=1. Reactant: [F:1][C:2]1[CH:40]=[CH:39][C:5]([C:6](/[N:8]=[C:9]2\[NH:10][C:11]3[CH:27]=[CH:26][C:25]([CH2:28][N:29]4[CH2:34][CH2:33][CH:32]([C:35]([OH:38])([CH3:37])[CH3:36])[CH2:31][CH2:30]4)=[CH:24][C:12]=3[N:13]\2[C@@H:14]2[CH2:19][CH2:18][C@H:17]([C:20]([O:22]C)=[O:21])[CH2:16][CH2:15]2)=[O:7])=[CH:4][CH:3]=1.[OH-].[Na+]. The catalyst class is: 5.